Dataset: Peptide-MHC class II binding affinity with 134,281 pairs from IEDB. Task: Regression. Given a peptide amino acid sequence and an MHC pseudo amino acid sequence, predict their binding affinity value. This is MHC class II binding data. The peptide sequence is RTEQKDFDGRSEFAY. The MHC is DRB1_0802 with pseudo-sequence DRB1_0802. The binding affinity (normalized) is 0.0207.